This data is from NCI-60 drug combinations with 297,098 pairs across 59 cell lines. The task is: Regression. Given two drug SMILES strings and cell line genomic features, predict the synergy score measuring deviation from expected non-interaction effect. (1) Drug 1: CC1=C(C=C(C=C1)NC2=NC=CC(=N2)N(C)C3=CC4=NN(C(=C4C=C3)C)C)S(=O)(=O)N.Cl. Drug 2: C1C(C(OC1N2C=NC(=NC2=O)N)CO)O. Cell line: MDA-MB-231. Synergy scores: CSS=15.6, Synergy_ZIP=-4.61, Synergy_Bliss=0.354, Synergy_Loewe=2.99, Synergy_HSA=3.21. (2) Drug 1: C1=CN(C(=O)N=C1N)C2C(C(C(O2)CO)O)O.Cl. Drug 2: CC1CCC2CC(C(=CC=CC=CC(CC(C(=O)C(C(C(=CC(C(=O)CC(OC(=O)C3CCCCN3C(=O)C(=O)C1(O2)O)C(C)CC4CCC(C(C4)OC)O)C)C)O)OC)C)C)C)OC. Cell line: NCI-H226. Synergy scores: CSS=16.1, Synergy_ZIP=-6.24, Synergy_Bliss=0.00270, Synergy_Loewe=-1.14, Synergy_HSA=-1.08. (3) Drug 1: C1=CC(=CC=C1CC(C(=O)O)N)N(CCCl)CCCl.Cl. Drug 2: CC12CCC3C(C1CCC2OP(=O)(O)O)CCC4=C3C=CC(=C4)OC(=O)N(CCCl)CCCl.[Na+]. Cell line: ACHN. Synergy scores: CSS=25.7, Synergy_ZIP=-10.3, Synergy_Bliss=-6.26, Synergy_Loewe=-18.2, Synergy_HSA=-5.85. (4) Cell line: MDA-MB-231. Drug 1: C1=C(C(=O)NC(=O)N1)N(CCCl)CCCl. Drug 2: CC1=C(C(=CC=C1)Cl)NC(=O)C2=CN=C(S2)NC3=CC(=NC(=N3)C)N4CCN(CC4)CCO. Synergy scores: CSS=31.2, Synergy_ZIP=-1.49, Synergy_Bliss=1.86, Synergy_Loewe=-1.58, Synergy_HSA=5.04. (5) Drug 1: CC1=CC=C(C=C1)C2=CC(=NN2C3=CC=C(C=C3)S(=O)(=O)N)C(F)(F)F. Drug 2: C1=CC=C(C(=C1)C(C2=CC=C(C=C2)Cl)C(Cl)Cl)Cl. Cell line: MOLT-4. Synergy scores: CSS=-1.36, Synergy_ZIP=1.87, Synergy_Bliss=6.16, Synergy_Loewe=-2.14, Synergy_HSA=1.14. (6) Drug 1: CC(C)NC(=O)C1=CC=C(C=C1)CNNC.Cl. Drug 2: C1CN(P(=O)(OC1)NCCCl)CCCl. Cell line: COLO 205. Synergy scores: CSS=8.01, Synergy_ZIP=0.832, Synergy_Bliss=3.53, Synergy_Loewe=6.58, Synergy_HSA=2.50. (7) Drug 1: C1=C(C(=O)NC(=O)N1)N(CCCl)CCCl. Drug 2: CN1C(=O)N2C=NC(=C2N=N1)C(=O)N. Cell line: LOX IMVI. Synergy scores: CSS=44.1, Synergy_ZIP=2.94, Synergy_Bliss=2.87, Synergy_Loewe=-3.88, Synergy_HSA=5.12. (8) Drug 1: CC12CCC3C(C1CCC2OP(=O)(O)O)CCC4=C3C=CC(=C4)OC(=O)N(CCCl)CCCl.[Na+]. Drug 2: COCCOC1=C(C=C2C(=C1)C(=NC=N2)NC3=CC=CC(=C3)C#C)OCCOC.Cl. Cell line: OVCAR-8. Synergy scores: CSS=-9.65, Synergy_ZIP=14.8, Synergy_Bliss=19.2, Synergy_Loewe=-9.78, Synergy_HSA=-0.0287. (9) Drug 1: CC=C1C(=O)NC(C(=O)OC2CC(=O)NC(C(=O)NC(CSSCCC=C2)C(=O)N1)C(C)C)C(C)C. Drug 2: CCCCC(=O)OCC(=O)C1(CC(C2=C(C1)C(=C3C(=C2O)C(=O)C4=C(C3=O)C=CC=C4OC)O)OC5CC(C(C(O5)C)O)NC(=O)C(F)(F)F)O. Cell line: HL-60(TB). Synergy scores: CSS=57.9, Synergy_ZIP=-1.01, Synergy_Bliss=-5.57, Synergy_Loewe=-12.5, Synergy_HSA=-10.1. (10) Drug 1: CS(=O)(=O)C1=CC(=C(C=C1)C(=O)NC2=CC(=C(C=C2)Cl)C3=CC=CC=N3)Cl. Drug 2: C1CCC(C1)C(CC#N)N2C=C(C=N2)C3=C4C=CNC4=NC=N3. Cell line: SN12C. Synergy scores: CSS=7.72, Synergy_ZIP=-1.72, Synergy_Bliss=3.01, Synergy_Loewe=1.73, Synergy_HSA=3.28.